The task is: Predict the reactants needed to synthesize the given product.. This data is from Full USPTO retrosynthesis dataset with 1.9M reactions from patents (1976-2016). (1) Given the product [CH2:4]([O:11][C:12]1[C:13]2[CH2:19][CH:20]([C:21]#[N:22])[C:14]=2[CH:15]=[CH:16][CH:17]=1)[C:5]1[CH:10]=[CH:9][CH:8]=[CH:7][CH:6]=1, predict the reactants needed to synthesize it. The reactants are: N.[NH2-].[Na+].[CH2:4]([O:11][C:12]1[CH:17]=[CH:16][CH:15]=[C:14](Br)[C:13]=1[CH2:19][CH2:20][C:21]#[N:22])[C:5]1[CH:10]=[CH:9][CH:8]=[CH:7][CH:6]=1.[N+]([O-])([O-])=O.[NH4+]. (2) Given the product [Cl:1][C:2]1[CH:3]=[C:4]([C:8]2[C:12]([CH2:13][O:14][C:15]3[CH:23]=[CH:22][C:18]([C:19]([NH:29][CH2:28][CH:25]4[CH2:27][CH2:26]4)=[O:21])=[CH:17][N:16]=3)=[C:11]([CH3:24])[O:10][N:9]=2)[CH:5]=[CH:6][CH:7]=1, predict the reactants needed to synthesize it. The reactants are: [Cl:1][C:2]1[CH:3]=[C:4]([C:8]2[C:12]([CH2:13][O:14][C:15]3[CH:23]=[CH:22][C:18]([C:19]([OH:21])=O)=[CH:17][N:16]=3)=[C:11]([CH3:24])[O:10][N:9]=2)[CH:5]=[CH:6][CH:7]=1.[CH:25]1([CH2:28][NH2:29])[CH2:27][CH2:26]1. (3) Given the product [CH3:49][C:46]1([CH3:50])[O:45][C:44]2[CH:51]=[CH:52][C:41]([C@H:39]3[O:38][C:37](=[O:53])[N:36]([CH2:35][CH2:34][C:31]4[CH:30]=[CH:29][C:28]([O:27][CH2:26][CH2:25][O:15][CH2:14][C:10]5[CH:11]=[CH:12][CH:13]=[C:8]([O:7][CH2:6][O:5][CH2:4][CH2:3][Si:2]([CH3:17])([CH3:16])[CH3:1])[CH:9]=5)=[CH:33][CH:32]=4)[CH2:40]3)=[CH:42][C:43]=2[CH2:48][O:47]1, predict the reactants needed to synthesize it. The reactants are: [CH3:1][Si:2]([CH3:17])([CH3:16])[CH2:3][CH2:4][O:5][CH2:6][O:7][C:8]1[CH:9]=[C:10]([CH2:14][OH:15])[CH:11]=[CH:12][CH:13]=1.[H-].[Na+].CS(O[CH2:25][CH2:26][O:27][C:28]1[CH:33]=[CH:32][C:31]([CH2:34][CH2:35][N:36]2[CH2:40][C@@H:39]([C:41]3[CH:52]=[CH:51][C:44]4[O:45][C:46]([CH3:50])([CH3:49])[O:47][CH2:48][C:43]=4[CH:42]=3)[O:38][C:37]2=[O:53])=[CH:30][CH:29]=1)(=O)=O.P([O-])([O-])([O-])=O.